This data is from Peptide-MHC class I binding affinity with 185,985 pairs from IEDB/IMGT. The task is: Regression. Given a peptide amino acid sequence and an MHC pseudo amino acid sequence, predict their binding affinity value. This is MHC class I binding data. (1) The binding affinity (normalized) is 0.402. The MHC is HLA-A11:01 with pseudo-sequence HLA-A11:01. The peptide sequence is DIDLLFNEK. (2) The peptide sequence is SVKTQFNYFK. The MHC is HLA-A03:01 with pseudo-sequence HLA-A03:01. The binding affinity (normalized) is 0.541. (3) The peptide sequence is KTFSAHNLF. The MHC is HLA-A01:01 with pseudo-sequence HLA-A01:01. The binding affinity (normalized) is 0.0847.